This data is from Forward reaction prediction with 1.9M reactions from USPTO patents (1976-2016). The task is: Predict the product of the given reaction. (1) Given the reactants [NH2:1][C:2]1[CH:7]=[CH:6][CH:5]=[CH:4][C:3]=1/[CH:8]=[CH:9]/[C:10]([O:12][CH3:13])=[O:11].C(=O)([O-])[O-].[K+].[K+].Br[CH2:21][C:22]1[CH:27]=[CH:26][CH:25]=[C:24]([C:28]([F:31])([F:30])[F:29])[CH:23]=1, predict the reaction product. The product is: [F:29][C:28]([F:30])([F:31])[C:24]1[CH:23]=[C:22]([CH:27]=[CH:26][CH:25]=1)[CH2:21][NH:1][C:2]1[CH:7]=[CH:6][CH:5]=[CH:4][C:3]=1/[CH:8]=[CH:9]/[C:10]([O:12][CH3:13])=[O:11]. (2) Given the reactants Br[C:2]1[CH:3]=[CH:4][C:5]2[NH:6][C:7]3[C:12]([C:13]=2[CH:14]=1)=[CH:11][CH:10]=[CH:9][CH:8]=3.[Cu][C:16]#[N:17].O.CO, predict the reaction product. The product is: [CH:4]1[C:5]2[NH:6][C:7]3[C:12](=[CH:11][CH:10]=[CH:9][CH:8]=3)[C:13]=2[CH:14]=[C:2]([C:16]#[N:17])[CH:3]=1. (3) The product is: [OH:9][CH2:8][CH:5]([N:4]([C@@H:3]([C:17]1[C:21]2[N:22]=[CH:23][NH:24][C:25](=[O:26])[C:20]=2[NH:19][CH:18]=1)[CH2:2][OH:1])[C:10](=[O:11])[O:12][C:13]([CH3:15])([CH3:16])[CH3:14])[CH2:6][OH:7]. Given the reactants [OH:1][C@@H:2]1[C@H:6]([OH:7])[C@@H:5]([CH2:8][OH:9])[N:4]([C:10]([O:12][C:13]([CH3:16])([CH3:15])[CH3:14])=[O:11])[C@H:3]1[C:17]1[C:21]2[N:22]=[CH:23][N:24]=[C:25]([OH:26])[C:20]=2[NH:19][CH:18]=1.Cl.C(N(CC)CC)C.I([O-])(=O)(=O)=O.[Na+].[BH4-].[Na+], predict the reaction product. (4) Given the reactants [H-].[Na+].[NH:3]1[CH:7]=[CH:6][N:5]=[CH:4]1.Br[C:9]1[CH:14]=[CH:13][C:12]([C:15]2[N:19]([C:20]3[CH:25]=[CH:24][C:23]([S:26]([CH3:29])(=[O:28])=[O:27])=[CH:22][CH:21]=3)[N:18]=[C:17]([C:30]([F:33])([F:32])[F:31])[CH:16]=2)=[CH:11][CH:10]=1.O, predict the reaction product. The product is: [N:3]1([C:9]2[CH:14]=[CH:13][C:12]([C:15]3[N:19]([C:20]4[CH:21]=[CH:22][C:23]([S:26]([CH3:29])(=[O:27])=[O:28])=[CH:24][CH:25]=4)[N:18]=[C:17]([C:30]([F:32])([F:31])[F:33])[CH:16]=3)=[CH:11][CH:10]=2)[CH:7]=[CH:6][N:5]=[CH:4]1. (5) Given the reactants I[C:2]1[C:10]2[C:5](=[N:6][CH:7]=[N:8][C:9]=2[NH2:11])[N:4]([C:12]([C:25]2[CH:30]=[CH:29][CH:28]=[CH:27][CH:26]=2)([C:19]2[CH:24]=[CH:23][CH:22]=[CH:21][CH:20]=2)[C:13]2[CH:18]=[CH:17][CH:16]=[CH:15][CH:14]=2)[N:3]=1.[CH3:31][O:32][C:33]1[CH:38]=[C:37](B2OC(C)(C)C(C)(C)O2)[CH:36]=[CH:35][C:34]=1[NH:48][C:49](=[O:61])[C:50]1[CH:55]=[CH:54][C:53]([C:56]([F:59])([F:58])[F:57])=[CH:52][C:51]=1[F:60].O.C(=O)([O-])[O-].[Na+].[Na+], predict the reaction product. The product is: [NH2:11][C:9]1[N:8]=[CH:7][N:6]=[C:5]2[N:4]([C:12]([C:13]3[CH:18]=[CH:17][CH:16]=[CH:15][CH:14]=3)([C:25]3[CH:30]=[CH:29][CH:28]=[CH:27][CH:26]=3)[C:19]3[CH:24]=[CH:23][CH:22]=[CH:21][CH:20]=3)[N:3]=[C:2]([C:37]3[CH:36]=[CH:35][C:34]([NH:48][C:49](=[O:61])[C:50]4[CH:55]=[CH:54][C:53]([C:56]([F:58])([F:59])[F:57])=[CH:52][C:51]=4[F:60])=[C:33]([O:32][CH3:31])[CH:38]=3)[C:10]=12. (6) Given the reactants CN(C)[CH:3]=[O:4].P(Cl)(Cl)(Cl)=O.[CH3:11][N:12]([CH3:25])[CH2:13][CH2:14][CH2:15][C:16]1[C:24]2[CH2:23][CH2:22][CH2:21][CH2:20][C:19]=2[NH:18][CH:17]=1.[OH-].[Na+], predict the reaction product. The product is: [CH3:25][N:12]([CH3:11])[CH2:13][CH2:14][CH2:15][C:16]1[C:24]2[CH2:23][CH2:22][CH2:21][CH2:20][C:19]=2[NH:18][C:17]=1[CH:3]=[O:4]. (7) Given the reactants Cl.[F:2][C:3]([F:7])([F:6])[CH2:4][NH2:5].CCN(C(C)C)C(C)C.[N:17]([C:20]([CH3:26])([CH3:25])[CH2:21][C:22](Cl)=[O:23])=[N+:18]=[N-:19], predict the reaction product. The product is: [N:17]([C:20]([CH3:26])([CH3:25])[CH2:21][C:22]([NH:5][CH2:4][C:3]([F:7])([F:6])[F:2])=[O:23])=[N+:18]=[N-:19].